Dataset: Full USPTO retrosynthesis dataset with 1.9M reactions from patents (1976-2016). Task: Predict the reactants needed to synthesize the given product. Given the product [CH:1]1([CH2:6][C@H:7]([NH:12][C:13](=[O:19])[O:14][C:15]([CH3:18])([CH3:17])[CH3:16])[C:8]([C@H:9]2[CH2:10][O:20]2)=[O:11])[CH2:2][CH2:3][CH2:4][CH2:5]1, predict the reactants needed to synthesize it. The reactants are: [CH:1]1([CH2:6][C@H:7]([NH:12][C:13](=[O:19])[O:14][C:15]([CH3:18])([CH3:17])[CH3:16])[C:8](=[O:11])[CH:9]=[CH2:10])[CH2:5][CH2:4][CH2:3][CH2:2]1.[OH2:20].